This data is from Forward reaction prediction with 1.9M reactions from USPTO patents (1976-2016). The task is: Predict the product of the given reaction. (1) Given the reactants Br[C:2]1[CH:3]=[C:4]([CH:6]=[C:7]([C:9]([F:12])([F:11])[F:10])[CH:8]=1)[NH2:5].[CH3:13][C:14]1[N:15]=[CH:16][NH:17][CH:18]=1.C([O-])([O-])=O.[K+].[K+].OC1C=CC=C2C=1N=CC=C2.N, predict the reaction product. The product is: [CH3:13][C:14]1[N:15]=[CH:16][N:17]([C:2]2[CH:3]=[C:4]([CH:6]=[C:7]([C:9]([F:12])([F:11])[F:10])[CH:8]=2)[NH2:5])[CH:18]=1. (2) Given the reactants C(OC(=O)[NH:7][CH:8]([C:16]1[CH:21]=[C:20]([Cl:22])[N:19]=[CH:18][N:17]=1)[CH2:9][C:10]1[CH:15]=[CH:14][CH:13]=[CH:12][CH:11]=1)(C)(C)C.P(Cl)(Cl)(Cl)=O, predict the reaction product. The product is: [Cl:22][C:20]1[N:19]=[CH:18][N:17]=[C:16]([CH:8]([NH2:7])[CH2:9][C:10]2[CH:11]=[CH:12][CH:13]=[CH:14][CH:15]=2)[CH:21]=1. (3) Given the reactants [NH2:1][C@@H:2]1[CH2:11][C@@H:10]2[C@:5]([CH3:14])([CH2:6][CH2:7][CH2:8][C:9]2([CH3:13])[CH3:12])[C@@H:4]([C:15]([C:17]2[CH:18]=[C:19]([OH:24])[CH:20]=[C:21]([OH:23])[CH:22]=2)=[O:16])[C@@H:3]1[CH3:25].[N:26]1[CH:31]=[CH:30][CH:29]=[CH:28][C:27]=1[CH:32]=O.C(O)(=O)C.C(O[BH-](OC(=O)C)OC(=O)C)(=O)C.[Na+], predict the reaction product. The product is: [CH3:25][C@@H:3]1[C@H:2]([NH:1][CH2:32][C:27]2[CH:28]=[CH:29][CH:30]=[CH:31][N:26]=2)[CH2:11][C@@H:10]2[C@:5]([CH3:14])([CH2:6][CH2:7][CH2:8][C:9]2([CH3:13])[CH3:12])[C@H:4]1[C:15]([C:17]1[CH:22]=[C:21]([OH:23])[CH:20]=[C:19]([OH:24])[CH:18]=1)=[O:16]. (4) The product is: [CH3:1][O:2][C:3](=[O:31])[CH2:4][CH2:5][C:6]1[CH:7]=[CH:8][C:9]([O:12][C:13]2[CH:18]=[CH:17][C:16]([CH:19]([NH:23][C:24]([O:26][C:27]([CH3:29])([CH3:28])[CH3:30])=[O:25])[C:20]([OH:22])=[O:21])=[CH:15][CH:14]=2)=[CH:10][CH:11]=1. Given the reactants [CH3:1][O:2][C:3](=[O:31])[CH:4]=[CH:5][C:6]1[CH:11]=[CH:10][C:9]([O:12][C:13]2[CH:18]=[CH:17][C:16]([CH:19]([NH:23][C:24]([O:26][C:27]([CH3:30])([CH3:29])[CH3:28])=[O:25])[C:20]([OH:22])=[O:21])=[CH:15][CH:14]=2)=[CH:8][CH:7]=1.[H][H], predict the reaction product. (5) Given the reactants [Cl:1][C:2]1[CH:3]=[N:4][CH:5]=[C:6]([CH:11]=1)[C:7](Cl)=[N:8][OH:9].[C:12]([C:14]1[CH:19]=[C:18]([F:20])[CH:17]=[C:16]([F:21])[CH:15]=1)#[CH:13].N, predict the reaction product. The product is: [Cl:1][C:2]1[CH:11]=[C:6]([C:7]2[CH:13]=[C:12]([C:14]3[CH:19]=[C:18]([F:20])[CH:17]=[C:16]([F:21])[CH:15]=3)[O:9][N:8]=2)[CH:5]=[N:4][CH:3]=1. (6) Given the reactants [CH2:1]([O:3][C:4]1[CH:13]=[C:12]2[C:7]([C:8]([NH:19][C:20]3[CH:25]=[CH:24][C:23]([CH3:26])=[CH:22][C:21]=3[F:27])=[C:9]([C:14](OCC)=[O:15])[CH:10]=[N:11]2)=[CH:6][C:5]=1[CH:28]1[CH2:33][CH2:32][N:31]([CH3:34])[CH2:30][CH2:29]1)[CH3:2].C([NH2:37])=O.C[O-].[Na+], predict the reaction product. The product is: [CH2:1]([O:3][C:4]1[CH:13]=[C:12]2[C:7]([C:8]([NH:19][C:20]3[CH:25]=[CH:24][C:23]([CH3:26])=[CH:22][C:21]=3[F:27])=[C:9]([C:14]([NH2:37])=[O:15])[CH:10]=[N:11]2)=[CH:6][C:5]=1[CH:28]1[CH2:29][CH2:30][N:31]([CH3:34])[CH2:32][CH2:33]1)[CH3:2].